Dataset: Forward reaction prediction with 1.9M reactions from USPTO patents (1976-2016). Task: Predict the product of the given reaction. Given the reactants [NH2:1][C:2]1[C:3]([NH:8][C:9](=[O:21])[C:10]([O:13][C:14]2[CH:19]=[CH:18][CH:17]=[C:16]([Cl:20])[N:15]=2)([CH3:12])[CH3:11])=[N:4][CH:5]=[CH:6][CH:7]=1.[C:22](Cl)(=[O:24])[CH3:23], predict the reaction product. The product is: [C:22]([NH:1][C:2]1[C:3]([NH:8][C:9](=[O:21])[C:10]([O:13][C:14]2[CH:19]=[CH:18][CH:17]=[C:16]([Cl:20])[N:15]=2)([CH3:12])[CH3:11])=[N:4][CH:5]=[CH:6][CH:7]=1)(=[O:24])[CH3:23].